From a dataset of Catalyst prediction with 721,799 reactions and 888 catalyst types from USPTO. Predict which catalyst facilitates the given reaction. (1) Reactant: [CH2:1]([O:8][C:9]1[CH:10]=[CH:11][C:12]([O:29][CH:30]([CH3:32])[CH3:31])=[C:13]([C:15]2[NH:28][C:18]3=[N:19][CH:20]=[C:21]([C:23](OCC)=[O:24])[CH:22]=[C:17]3[N:16]=2)[CH:14]=1)[C:2]1[CH:7]=[CH:6][CH:5]=[CH:4][CH:3]=1.[H-].[Al+3].[Li+].[H-].[H-].[H-].O. Product: [CH2:1]([O:8][C:9]1[CH:10]=[CH:11][C:12]([O:29][CH:30]([CH3:32])[CH3:31])=[C:13]([C:15]2[NH:28][C:18]3=[N:19][CH:20]=[C:21]([CH2:23][OH:24])[CH:22]=[C:17]3[N:16]=2)[CH:14]=1)[C:2]1[CH:3]=[CH:4][CH:5]=[CH:6][CH:7]=1. The catalyst class is: 7. (2) Reactant: [N:1]([CH2:4][CH2:5][NH:6][C:7]1[C:8]([C:12]2[N:16]([C:17]3[CH:22]=[CH:21][CH:20]=[C:19]([C:23]([F:26])([F:25])[F:24])[CH:18]=3)[C:15](=[O:27])[O:14][N:13]=2)=[N:9][O:10][N:11]=1)=[N+]=[N-].[I-:28].[Na+].Cl[Si](C)(C)C.S([O-])([O-])(=O)=S.[Na+].[Na+]. Product: [IH:28].[NH2:1][CH2:4][CH2:5][NH:6][C:7]1[C:8]([C:12]2[N:16]([C:17]3[CH:22]=[CH:21][CH:20]=[C:19]([C:23]([F:25])([F:24])[F:26])[CH:18]=3)[C:15](=[O:27])[O:14][N:13]=2)=[N:9][O:10][N:11]=1. The catalyst class is: 24. (3) Reactant: [Cl-].O[NH3+:3].[C:4](=[O:7])([O-])[OH:5].[Na+].CS(C)=O.[Si]([O:20][CH:21]([CH3:59])[CH2:22][O:23][C@H:24]1[CH2:29][CH2:28][C@H:27]([N:30]2[C:35](=[O:36])[C:34]([CH2:37][C:38]3[CH:43]=[CH:42][C:41]([C:44]4[C:45]([C:50]#[N:51])=[CH:46][CH:47]=[CH:48][CH:49]=4)=[CH:40][CH:39]=3)=[C:33]([CH2:52][CH2:53][CH3:54])[N:32]3[N:55]=[C:56]([CH3:58])[N:57]=[C:31]23)[CH2:26][CH2:25]1)(C(C)(C)C)(C)C. Product: [OH:20][CH:21]([CH3:59])[CH2:22][O:23][C@H:24]1[CH2:29][CH2:28][C@H:27]([N:30]2[C:35](=[O:36])[C:34]([CH2:37][C:38]3[CH:39]=[CH:40][C:41]([C:44]4[CH:49]=[CH:48][CH:47]=[CH:46][C:45]=4[C:50]4[NH:51][C:4](=[O:7])[O:5][N:3]=4)=[CH:42][CH:43]=3)=[C:33]([CH2:52][CH2:53][CH3:54])[N:32]3[N:55]=[C:56]([CH3:58])[N:57]=[C:31]23)[CH2:26][CH2:25]1. The catalyst class is: 69. (4) Reactant: C(=O)([O-])[O-].[K+].[K+].C1(C)C=CC=CC=1.[C:14]([C:16]1[CH:17]=[C:18]([C:30]2[CH:31]=[C:32]([CH:37]=[CH:38][N:39]=2)[C:33]([O:35][CH3:36])=[O:34])[CH:19]=[CH:20][C:21]=1OS(C(F)(F)F)(=O)=O)#[N:15].[CH:40]([Si:43]([CH:55]([CH3:57])[CH3:56])([CH:52]([CH3:54])[CH3:53])[N:44]1[CH:48]=[CH:47][C:46](B(O)O)=[CH:45]1)([CH3:42])[CH3:41]. Product: [C:14]([C:16]1[CH:17]=[C:18]([C:30]2[CH:31]=[C:32]([CH:37]=[CH:38][N:39]=2)[C:33]([O:35][CH3:36])=[O:34])[CH:19]=[CH:20][C:21]=1[C:46]1[CH:47]=[CH:48][N:44]([Si:43]([CH:52]([CH3:54])[CH3:53])([CH:55]([CH3:57])[CH3:56])[CH:40]([CH3:41])[CH3:42])[CH:45]=1)#[N:15]. The catalyst class is: 103. (5) Reactant: [CH3:1][C:2]1([CH3:11])[CH2:7][CH2:6][CH2:5][CH:4]([CH:8]([OH:10])[CH3:9])[CH2:3]1.COC([CH2:16][CH2:17][C:18](=[O:22])[CH2:19][O:20][CH3:21])=O.CC[O-:25].[Na+].O. Product: [CH3:11][C:2]1([CH3:1])[CH2:7][CH2:6][CH2:5][CH:4]([CH:8]([O:10][C:16](=[O:25])[CH2:17][C:18](=[O:22])[CH2:19][O:20][CH3:21])[CH3:9])[CH2:3]1. The catalyst class is: 442. (6) Reactant: [C:1]([CH:9]([NH:13][C:14]([C:16]1[C:20]([N+:21]([O-:23])=[O:22])=[CH:19][N:18](C2CCCCO2)[N:17]=1)=O)[CH2:10][CH:11]=[CH2:12])(=O)[C:2]1[CH:7]=[CH:6][CH:5]=[CH:4][CH:3]=1.C([O-])(=O)C.[NH4+:34]. Product: [CH2:10]([C:9]1[N:13]=[C:14]([C:16]2[C:20]([N+:21]([O-:23])=[O:22])=[CH:19][NH:18][N:17]=2)[NH:34][C:1]=1[C:2]1[CH:7]=[CH:6][CH:5]=[CH:4][CH:3]=1)[CH:11]=[CH2:12]. The catalyst class is: 15. (7) Reactant: [NH2:1][C:2]1[CH:11]=[C:10]2[C:5]([CH:6]=[CH:7][CH:8]=[C:9]2[N:12]2[CH2:17][CH2:16][N:15]([CH3:18])[CH2:14][CH2:13]2)=[CH:4][CH:3]=1.C(N(CC)CC)C.[C:26]1([CH3:36])[CH:31]=[CH:30][C:29]([S:32](Cl)(=[O:34])=[O:33])=[CH:28][CH:27]=1.CO.C(OCC)(=O)C. Product: [C:26]1([CH3:36])[CH:31]=[CH:30][C:29]([S:32]([NH:1][C:2]2[CH:11]=[C:10]3[C:5]([CH:6]=[CH:7][CH:8]=[C:9]3[N:12]3[CH2:17][CH2:16][N:15]([CH3:18])[CH2:14][CH2:13]3)=[CH:4][CH:3]=2)(=[O:34])=[O:33])=[CH:28][CH:27]=1. The catalyst class is: 1.